Dataset: Forward reaction prediction with 1.9M reactions from USPTO patents (1976-2016). Task: Predict the product of the given reaction. (1) The product is: [F:1][C:2]1[CH:3]=[C:4]([C:25]2[C:26]([CH3:40])=[CH:27][C:28]([O:31][CH2:32][C:33]3([C:37]([OH:39])=[O:38])[CH2:36][CH2:35][CH2:34]3)=[N:29][CH:30]=2)[CH:5]=[CH:6][C:7]=1[C:8]1[NH:12][C:11]([C:13]([F:14])([F:16])[F:15])=[CH:10][N:9]=1. Given the reactants [F:1][C:2]1[CH:3]=[C:4]([C:25]2[C:26]([CH3:40])=[CH:27][C:28]([O:31][CH2:32][C:33]3([C:37]([OH:39])=[O:38])[CH2:36][CH2:35][CH2:34]3)=[N:29][CH:30]=2)[CH:5]=[CH:6][C:7]=1[C:8]1[N:9](COCC[Si](C)(C)C)[CH:10]=[C:11]([C:13]([F:16])([F:15])[F:14])[N:12]=1, predict the reaction product. (2) Given the reactants [H-].[Na+].[F:3][C:4]1[CH:9]=[C:8]([C:10]2[C:11]([O:18][CH3:19])=[N:12][C:13]([CH3:17])=[CH:14][C:15]=2[CH3:16])[CH:7]=[CH:6][C:5]=1[C:20]1[N:24]([CH:25]2[CH:29]([OH:30])[CH2:28][O:27][CH2:26]2)[N:23]=[CH:22][C:21]=1[C:31]([O:33][CH2:34][CH3:35])=[O:32].[CH3:36]I.[Cl-].[NH4+], predict the reaction product. The product is: [F:3][C:4]1[CH:9]=[C:8]([C:10]2[C:11]([O:18][CH3:19])=[N:12][C:13]([CH3:17])=[CH:14][C:15]=2[CH3:16])[CH:7]=[CH:6][C:5]=1[C:20]1[N:24]([CH:25]2[CH:29]([O:30][CH3:36])[CH2:28][O:27][CH2:26]2)[N:23]=[CH:22][C:21]=1[C:31]([O:33][CH2:34][CH3:35])=[O:32]. (3) The product is: [F:1][C:2]1[CH:3]=[C:4]2[C:9](=[CH:10][C:11]=1[O:12][CH2:13][C@@H:14]([O:16][CH3:17])[CH3:15])[N:8]=[C:7]([CH:18]=[O:19])[CH:6]=[CH:5]2. Given the reactants [F:1][C:2]1[CH:3]=[C:4]2[C:9](=[CH:10][C:11]=1[O:12][CH2:13][C@@H:14]([O:16][CH3:17])[CH3:15])[N:8]=[C:7]([CH3:18])[CH:6]=[CH:5]2.[O:19]1CCOCC1, predict the reaction product. (4) Given the reactants [C:1]([CH:5]1[CH2:10][CH2:9][CH:8]([OH:11])[CH2:7][CH2:6]1)([CH3:4])([CH3:3])[CH3:2].[H-].[Na+].Cl[C:15]1[C:24]2[C:19](=[CH:20][C:21]([C:25]3[C:30]([C:31]([F:34])([F:33])[F:32])=[CH:29][CH:28]=[CH:27][N:26]=3)=[CH:22][CH:23]=2)[N:18]=[CH:17][N:16]=1, predict the reaction product. The product is: [C:1]([CH:5]1[CH2:6][CH2:7][CH:8]([O:11][C:15]2[C:24]3[C:19](=[CH:20][C:21]([C:25]4[C:30]([C:31]([F:32])([F:34])[F:33])=[CH:29][CH:28]=[CH:27][N:26]=4)=[CH:22][CH:23]=3)[N:18]=[CH:17][N:16]=2)[CH2:9][CH2:10]1)([CH3:4])([CH3:2])[CH3:3]. (5) Given the reactants [CH2:1]([O:8][C:9](=[O:32])[NH:10][CH2:11][CH2:12][CH2:13][CH2:14][C@H:15]([OH:31])[C:16]([N:18]([CH2:25][C:26]1[S:27][CH:28]=[CH:29][CH:30]=1)[CH2:19][C:20]1[S:21][CH:22]=[CH:23][CH:24]=1)=[O:17])[C:2]1[CH:7]=[CH:6][CH:5]=[CH:4][CH:3]=1.C(N(CC)CC)C.[CH3:40][S:41](Cl)(=[O:43])=[O:42], predict the reaction product. The product is: [CH3:40][S:41]([O:31][C@@H:15]([CH2:14][CH2:13][CH2:12][CH2:11][NH:10][C:9]([O:8][CH2:1][C:2]1[CH:7]=[CH:6][CH:5]=[CH:4][CH:3]=1)=[O:32])[C:16]([N:18]([CH2:25][C:26]1[S:27][CH:28]=[CH:29][CH:30]=1)[CH2:19][C:20]1[S:21][CH:22]=[CH:23][CH:24]=1)=[O:17])(=[O:43])=[O:42]. (6) Given the reactants [C:1]([O:5][P:6]([O:13][CH2:14][CH2:15][N:16]([CH2:27][CH3:28])C(=O)OCC1C=CC=CC=1)([O:8][C:9]([CH3:12])([CH3:11])[CH3:10])=[O:7])([CH3:4])([CH3:3])[CH3:2], predict the reaction product. The product is: [P:6]([O:13][CH2:14][CH2:15][NH:16][CH2:27][CH3:28])([O:5][C:1]([CH3:2])([CH3:3])[CH3:4])([O:8][C:9]([CH3:10])([CH3:11])[CH3:12])=[O:7]. (7) Given the reactants [C:1]([C:3]1[CH:8]=[CH:7][N:6]=[CH:5][CH:4]=1)#N.[Li].[C-]#[C-].[Li+].[Li+].[CH3:14][Si:15]([C:18]#C)([CH3:17])[CH3:16].C([Li])CCC, predict the reaction product. The product is: [CH3:14][Si:15]([C:18]#[C:1][C:3]1[CH:8]=[CH:7][N:6]=[CH:5][CH:4]=1)([CH3:17])[CH3:16]. (8) Given the reactants [CH3:1][O:2][C:3]1[C:8]2[O:9][CH2:10][CH2:11][O:12][C:7]=2[C:6]([CH:13]=O)=[CH:5][CH:4]=1.[Br-:15].[Li+].C[Si](Cl)(C)C.C[SiH](C)O[SiH](C)C, predict the reaction product. The product is: [Br:15][CH2:13][C:6]1[C:7]2[O:12][CH2:11][CH2:10][O:9][C:8]=2[C:3]([O:2][CH3:1])=[CH:4][CH:5]=1.